From a dataset of Peptide-MHC class I binding affinity with 185,985 pairs from IEDB/IMGT. Regression. Given a peptide amino acid sequence and an MHC pseudo amino acid sequence, predict their binding affinity value. This is MHC class I binding data. (1) The peptide sequence is LLGQNTPAI. The MHC is HLA-A02:19 with pseudo-sequence HLA-A02:19. The binding affinity (normalized) is 0.851. (2) The MHC is HLA-A02:01 with pseudo-sequence HLA-A02:01. The peptide sequence is KANCTAESST. The binding affinity (normalized) is 0.268. (3) The peptide sequence is FVSPSLVSA. The MHC is HLA-A02:03 with pseudo-sequence HLA-A02:03. The binding affinity (normalized) is 0.880. (4) The peptide sequence is KTIAVSVYGA. The MHC is HLA-A02:06 with pseudo-sequence HLA-A02:06. The binding affinity (normalized) is 0.440.